Dataset: Full USPTO retrosynthesis dataset with 1.9M reactions from patents (1976-2016). Task: Predict the reactants needed to synthesize the given product. (1) Given the product [C:1]([NH:4][C:5]1[CH:6]=[C:7]2[C:11]([C:10]3[C:9]([CH2:20][CH2:21][CH2:22][CH3:23])([CH2:8]2)[CH2:15][CH2:16][C:17](=[O:19])[CH:18]=3)=[CH:12][CH:13]=1)(=[O:3])[CH3:2], predict the reactants needed to synthesize it. The reactants are: [C:1]([NH:4][C:5]1[CH:6]=[C:7]2[C:11](=[CH:12][CH:13]=1)[C:10](=O)[C:9]([CH2:20][CH2:21][CH2:22][CH3:23])([CH2:15][CH2:16][C:17](=[O:19])[CH3:18])[CH2:8]2)(=[O:3])[CH3:2].N1CCCC1.C(O)(=O)C. (2) Given the product [F:3][C:4]1[CH:9]=[C:8]([O:10][CH2:11][C:12]2[CH:17]=[CH:16][C:15]([O:18][CH2:19]/[C:20](=[N:29]\[O:30][CH3:31])/[C:21]3[CH:26]=[CH:25][C:24]([O:27][CH3:28])=[CH:23][CH:22]=3)=[CH:14][CH:13]=2)[CH:7]=[CH:6][C:5]=1[CH2:32][CH2:33][C:34]([O-:36])=[O:35].[Na+:2], predict the reactants needed to synthesize it. The reactants are: [OH-].[Na+:2].[F:3][C:4]1[CH:9]=[C:8]([O:10][CH2:11][C:12]2[CH:17]=[CH:16][C:15]([O:18][CH2:19]/[C:20](=[N:29]\[O:30][CH3:31])/[C:21]3[CH:26]=[CH:25][C:24]([O:27][CH3:28])=[CH:23][CH:22]=3)=[CH:14][CH:13]=2)[CH:7]=[CH:6][C:5]=1[CH2:32][CH2:33][C:34]([OH:36])=[O:35]. (3) Given the product [CH2:20]([O:1][C:2]1[CH:3]=[CH:4][C:5]([C:8]2[CH:13]=[CH:12][C:11]([C:14]([OH:16])=[O:15])=[CH:10][CH:9]=2)=[CH:6][CH:7]=1)[CH2:21][CH2:22][CH2:23][CH2:24][CH2:25][CH2:26][CH2:27][CH3:28], predict the reactants needed to synthesize it. The reactants are: [OH:1][C:2]1[CH:7]=[CH:6][C:5]([C:8]2[CH:13]=[CH:12][C:11]([C:14]([OH:16])=[O:15])=[CH:10][CH:9]=2)=[CH:4][CH:3]=1.[OH-].[K+].Br[CH2:20][CH2:21][CH2:22][CH2:23][CH2:24][CH2:25][CH2:26][CH2:27][CH3:28].Cl. (4) Given the product [CH2:26]1[O:27][C:20]2[CH:19]=[C:18]3[C:23]([C:14]([N:11]4[CH2:10][CH2:9][N:56]([C:57](=[S:58])[NH:42][CH2:41][C:50]5[CH:45]=[N:44][CH:43]=[CH:48][CH:49]=5)[CH2:13][CH2:12]4)=[N:15][CH:16]=[N:17]3)=[CH:22][C:21]=2[O:24]1, predict the reactants needed to synthesize it. The reactants are: C(OC(N1[CH2:13][CH2:12][N:11]([C:14]2[C:23]3[C:18](=[CH:19][C:20]4[O:27][CH2:26]C[O:24][C:21]=4[CH:22]=3)[N:17]=[CH:16][N:15]=2)[CH2:10][CH2:9]1)=O)(C)(C)C.C(OC(N1CCN([C:41]2[C:50]3[C:45](=CC(F)=[C:48](F)[CH:49]=3)[N:44]=[CH:43][N:42]=2)CC1)=O)(C)(C)C.[N-]=C=O.[N-:56]=[C:57]=[S:58]. (5) Given the product [O:40]=[C:30]1[C:38]2[C:33](=[CH:34][CH:35]=[CH:36][CH:37]=2)[C:32](=[O:39])[N:31]1[CH2:28][C:9]1[C:10]([CH2:19][CH2:20][CH2:21][CH2:22][C:23]([O:25][CH2:26][CH3:27])=[O:24])=[C:11]([C:12]2[CH:13]=[N:14][CH:15]=[C:16]([CH3:18])[CH:17]=2)[C:6]2[N:7]([C:3]([CH2:1][CH3:2])=[CH:4][CH:5]=2)[N:8]=1, predict the reactants needed to synthesize it. The reactants are: [CH2:1]([C:3]1[N:7]2[N:8]=[C:9]([CH2:28]O)[C:10]([CH2:19][CH2:20][CH2:21][CH2:22][C:23]([O:25][CH2:26][CH3:27])=[O:24])=[C:11]([C:12]3[CH:13]=[N:14][CH:15]=[C:16]([CH3:18])[CH:17]=3)[C:6]2=[CH:5][CH:4]=1)[CH3:2].[C:30]1(=[O:40])[C:38]2[C:33](=[CH:34][CH:35]=[CH:36][CH:37]=2)[C:32](=[O:39])[NH:31]1.C1(P(C2C=CC=CC=2)C2C=CC=CC=2)C=CC=CC=1. (6) The reactants are: C(S[CH2:4][C:5]([C:8]1[NH:9][C:10]2[C:15]([CH:16]=1)=[CH:14][C:13]([C:17]#[N:18])=[C:12]([C:19]([F:22])([F:21])[F:20])[CH:11]=2)([OH:7])[CH3:6])C.C(=O)(O)[O-].[Na+].[OH:28][O:29][S:30]([O-:32])=[O:31].[K+:33].[C:34](OCC)(=O)[CH3:35]. Given the product [OH:28][O:29][S:30]([O-:32])=[O:31].[K+:33].[CH2:34]([S:30]([CH2:6][C:5]([C:8]1[NH:9][C:10]2[C:15]([CH:16]=1)=[CH:14][C:13]([C:17]#[N:18])=[C:12]([C:19]([F:22])([F:20])[F:21])[CH:11]=2)([OH:7])[CH3:4])(=[O:32])=[O:29])[CH3:35], predict the reactants needed to synthesize it. (7) Given the product [F:8][C:9]1[CH:14]=[C:13]([F:15])[CH:12]=[CH:11][C:10]=1[C:16]1[C:20]([C:21]2[CH:22]=[CH:23][C:24]3[N:25]([C:27]([CH:30]([CH3:32])[CH3:31])=[N:28][N:29]=3)[N:26]=2)=[CH:19][N:18]([CH:48]2[CH2:44][CH2:45][N:46]([C:49]([O:51][C:52]([CH3:55])([CH3:54])[CH3:53])=[O:50])[CH2:47]2)[N:17]=1, predict the reactants needed to synthesize it. The reactants are: [H-].[Na+].CN(C=O)C.[F:8][C:9]1[CH:14]=[C:13]([F:15])[CH:12]=[CH:11][C:10]=1[C:16]1[C:20]([C:21]2[CH:22]=[CH:23][C:24]3[N:25]([C:27]([CH:30]([CH3:32])[CH3:31])=[N:28][N:29]=3)[N:26]=2)=[CH:19][NH:18][N:17]=1.S(O[CH:44]1[CH2:48][CH2:47][N:46]([C:49]([O:51][C:52]([CH3:55])([CH3:54])[CH3:53])=[O:50])[CH2:45]1)(C1C=CC(C)=CC=1)(=O)=O.